Dataset: Catalyst prediction with 721,799 reactions and 888 catalyst types from USPTO. Task: Predict which catalyst facilitates the given reaction. Reactant: [NH2:1][C:2]1[C:7]([C:8]([C:10]2[CH:15]=[CH:14][CH:13]=[C:12](Br)[N:11]=2)=[O:9])=[CH:6][C:5]([Br:17])=[CH:4][N:3]=1.[C:18]([N:25]1[CH2:31][CH2:30][CH2:29][NH:28][CH2:27][CH2:26]1)([O:20][C:21]([CH3:24])([CH3:23])[CH3:22])=[O:19].C([O-])([O-])=O.[K+].[K+]. Product: [NH2:1][C:2]1[N:3]=[CH:4][C:5]([Br:17])=[CH:6][C:7]=1[C:8]([C:10]1[N:11]=[C:12]([N:28]2[CH2:29][CH2:30][CH2:31][N:25]([C:18]([O:20][C:21]([CH3:24])([CH3:23])[CH3:22])=[O:19])[CH2:26][CH2:27]2)[CH:13]=[CH:14][CH:15]=1)=[O:9]. The catalyst class is: 3.